Dataset: Reaction yield outcomes from USPTO patents with 853,638 reactions. Task: Predict the reaction yield, written as a fraction of the theoretical maximum amount of product (1.0 means a 100% yield; for example, 0.34 means a 34% yield). The reactants are [I:1][C:2]1[C:3]([O:23][CH3:24])=[CH:4][C:5]([CH:20]([CH3:22])[CH3:21])=[C:6]([CH:19]=1)[O:7][C:8](=[CH:11]NC1C=CC=CC=1)[C:9]#[N:10].[CH3:25][C:26]1([CH3:36])[O:31][CH2:30][CH:29]([NH:32][C:33]([NH2:35])=[NH:34])[CH2:28][O:27]1.C(=O)([O-])[O-].[K+].[K+]. The catalyst is C(O)CCC. The product is [CH3:25][C:26]1([CH3:36])[O:27][CH2:28][CH:29]([NH:32][C:33]2[N:35]=[C:9]([NH2:10])[C:8]([O:7][C:6]3[CH:19]=[C:2]([I:1])[C:3]([O:23][CH3:24])=[CH:4][C:5]=3[CH:20]([CH3:22])[CH3:21])=[CH:11][N:34]=2)[CH2:30][O:31]1. The yield is 0.863.